From a dataset of Full USPTO retrosynthesis dataset with 1.9M reactions from patents (1976-2016). Predict the reactants needed to synthesize the given product. (1) Given the product [CH3:9][C:7]1[CH:6]=[CH:5][C:3]2[N:4]=[C:14]([SH:15])[O:1][C:2]=2[CH:8]=1, predict the reactants needed to synthesize it. The reactants are: [OH:1][C:2]1[CH:8]=[C:7]([CH3:9])[CH:6]=[CH:5][C:3]=1[NH2:4].[K+].C(O[C:14]([S-])=[S:15])C. (2) Given the product [CH3:1][C:2]1[CH:22]=[CH:21][CH:20]=[CH:19][C:3]=1[O:4][C:5]1[CH:6]=[C:7]([N:11]([CH2:12][C:13]2[CH:14]=[N:15][CH:16]=[CH:17][CH:18]=2)[S:26]([CH2:25][C:24]([F:31])([F:30])[F:23])(=[O:28])=[O:27])[CH:8]=[CH:9][CH:10]=1, predict the reactants needed to synthesize it. The reactants are: [CH3:1][C:2]1[CH:22]=[CH:21][CH:20]=[CH:19][C:3]=1[O:4][C:5]1[CH:6]=[C:7]([NH:11][CH2:12][C:13]2[CH:14]=[N:15][CH:16]=[CH:17][CH:18]=2)[CH:8]=[CH:9][CH:10]=1.[F:23][C:24]([F:31])([F:30])[CH2:25][S:26](Cl)(=[O:28])=[O:27].